Dataset: Peptide-MHC class I binding affinity with 185,985 pairs from IEDB/IMGT. Task: Regression. Given a peptide amino acid sequence and an MHC pseudo amino acid sequence, predict their binding affinity value. This is MHC class I binding data. (1) The MHC is HLA-A68:02 with pseudo-sequence HLA-A68:02. The binding affinity (normalized) is 0.0847. The peptide sequence is GRIPVSDIF. (2) The peptide sequence is VTDNNRSFY. The MHC is HLA-A30:02 with pseudo-sequence HLA-A30:02. The binding affinity (normalized) is 0.543. (3) The peptide sequence is LILSCIFAFI. The MHC is HLA-B07:02 with pseudo-sequence HLA-B07:02. The binding affinity (normalized) is 0. (4) The peptide sequence is SLFKNVRLL. The MHC is HLA-A02:01 with pseudo-sequence HLA-A02:01. The binding affinity (normalized) is 0.550. (5) The peptide sequence is GYLEGTRTL. The MHC is HLA-A68:02 with pseudo-sequence HLA-A68:02. The binding affinity (normalized) is 0.0847. (6) The peptide sequence is MYQYIFLSF. The MHC is HLA-B07:02 with pseudo-sequence HLA-B07:02. The binding affinity (normalized) is 0.0847. (7) The peptide sequence is IAPWYAFAL. The MHC is BoLA-JSP.1 with pseudo-sequence BoLA-JSP.1. The binding affinity (normalized) is 0.657.